This data is from Catalyst prediction with 721,799 reactions and 888 catalyst types from USPTO. The task is: Predict which catalyst facilitates the given reaction. Reactant: [CH3:1][C:2]1[CH:10]=[C:9]([Br:11])[CH:8]=[CH:7][C:3]=1[C:4]([OH:6])=[O:5].[CH3:12][C:13]([CH3:17])([CH3:16])[CH2:14]O.N1C=CC=CC=1. Product: [CH3:1][C:2]1[CH:10]=[C:9]([Br:11])[CH:8]=[CH:7][C:3]=1[C:4]([O:6][CH2:12][C:13]([CH3:17])([CH3:16])[CH3:14])=[O:5]. The catalyst class is: 820.